From a dataset of Forward reaction prediction with 1.9M reactions from USPTO patents (1976-2016). Predict the product of the given reaction. (1) Given the reactants C[O:2][C:3]([C:5]1([NH:26]C(OCC2C=CC=CC=2)=O)[CH2:10][CH2:9][N:8]([CH2:11][CH2:12][C:13]2[C:22]3[C:17](=[CH:18][CH:19]=[C:20]([O:23][CH3:24])[CH:21]=3)[N:16]=[CH:15][C:14]=2[Cl:25])[CH2:7][CH2:6]1)=O.[H-].[H-].[H-].[H-].[Li+].[Al+3].[OH-].[Na+], predict the reaction product. The product is: [NH2:26][C:5]1([CH2:3][OH:2])[CH2:10][CH2:9][N:8]([CH2:11][CH2:12][C:13]2[C:22]3[C:17](=[CH:18][CH:19]=[C:20]([O:23][CH3:24])[CH:21]=3)[N:16]=[CH:15][C:14]=2[Cl:25])[CH2:7][CH2:6]1. (2) Given the reactants [C:1]([Cl:6])(=O)[C:2](Cl)=[O:3].[C:7]([N:11]1C(=O)C(O)=[C:13]([C:18]2[CH:23]=[CH:22][CH:21]=[CH:20][CH:19]=2)[S:12]1(=[O:25])=[O:24])([CH3:10])([CH3:9])[CH3:8].CN(C=O)C, predict the reaction product. The product is: [C:7]([N:11]1[C:2](=[O:3])[C:1]([Cl:6])=[C:13]([C:18]2[CH:23]=[CH:22][CH:21]=[CH:20][CH:19]=2)[S:12]1(=[O:25])=[O:24])([CH3:10])([CH3:8])[CH3:9]. (3) Given the reactants [O:1]1[CH2:6][CH2:5][CH:4]([CH2:7][OH:8])[CH2:3][CH2:2]1.[Li]CCCC.[N+:14]([C:17]1[CH:24]=[CH:23][CH:22]=[C:21]([N+]([O-])=O)[C:18]=1[C:19]#[N:20])([O-:16])=[O:15], predict the reaction product. The product is: [N+:14]([C:17]1[CH:24]=[CH:23][CH:22]=[C:21]([O:8][CH2:7][CH:4]2[CH2:5][CH2:6][O:1][CH2:2][CH2:3]2)[C:18]=1[C:19]#[N:20])([O-:16])=[O:15]. (4) Given the reactants [CH2:1]([O:3][C:4]([C:6]1([C:11]2[CH:16]=[CH:15][C:14](Br)=[CH:13][CH:12]=2)[CH2:10][CH2:9][CH2:8][CH2:7]1)=[O:5])[CH3:2].[B:18]1([B:18]2[O:22][C:21]([CH3:24])([CH3:23])[C:20]([CH3:26])([CH3:25])[O:19]2)[O:22][C:21]([CH3:24])([CH3:23])[C:20]([CH3:26])([CH3:25])[O:19]1, predict the reaction product. The product is: [CH2:1]([O:3][C:4]([C:6]1([C:11]2[CH:16]=[CH:15][C:14]([B:18]3[O:22][C:21]([CH3:24])([CH3:23])[C:20]([CH3:26])([CH3:25])[O:19]3)=[CH:13][CH:12]=2)[CH2:10][CH2:9][CH2:8][CH2:7]1)=[O:5])[CH3:2]. (5) Given the reactants [NH2:1][C:2]1[N:6]([C:7]2[C:8]([Cl:43])=[CH:9][C:10]([CH3:42])=[C:11]([CH:13]([S:18][CH:19]([C:24]3[CH:29]=[C:28]([N:30]4[C:34]([NH2:35])=[N:33][C:32]([C:36]([F:39])([F:38])[F:37])=[N:31]4)[C:27]([Cl:40])=[CH:26][C:25]=3[CH3:41])[C:20]([F:23])([F:22])[F:21])[C:14]([F:17])([F:16])[F:15])[CH:12]=2)[N:5]=[C:4]([C:44]([F:47])([F:46])[F:45])[N:3]=1.ClC1C=CC=C(C(OO)=[O:56])C=1, predict the reaction product. The product is: [NH2:1][C:2]1[N:6]([C:7]2[C:8]([Cl:43])=[CH:9][C:10]([CH3:42])=[C:11]([CH:13]([S:18]([CH:19]([C:24]3[CH:29]=[C:28]([N:30]4[C:34]([NH2:35])=[N:33][C:32]([C:36]([F:39])([F:37])[F:38])=[N:31]4)[C:27]([Cl:40])=[CH:26][C:25]=3[CH3:41])[C:20]([F:21])([F:22])[F:23])=[O:56])[C:14]([F:17])([F:16])[F:15])[CH:12]=2)[N:5]=[C:4]([C:44]([F:47])([F:46])[F:45])[N:3]=1.